Dataset: Forward reaction prediction with 1.9M reactions from USPTO patents (1976-2016). Task: Predict the product of the given reaction. (1) Given the reactants [CH3:1][CH2:2][O:3][C:4]([C:6]1[NH:7][C:8]2[C:13]([CH:14]=1)=[CH:12][C:11]([C:15]([OH:17])=O)=[CH:10][CH:9]=2)=[O:5].F[B-](F)(F)F.N1(OC(N(C)C)=[N+](C)C)C2C=CC=CC=2N=N1.Cl.Cl.[CH3:42][N:43]([CH3:50])[CH:44]1[CH2:49][CH2:48][NH:47][CH2:46][CH2:45]1.C(N(CC)C(C)C)(C)C, predict the reaction product. The product is: [CH2:2]([O:3][C:4]([C:6]1[NH:7][C:8]2[C:13]([CH:14]=1)=[CH:12][C:11]([C:15]([N:47]1[CH2:48][CH2:49][CH:44]([N:43]([CH3:50])[CH3:42])[CH2:45][CH2:46]1)=[O:17])=[CH:10][CH:9]=2)=[O:5])[CH3:1]. (2) The product is: [Cl:1][C:2]1[N:10]=[C:9]([Cl:11])[CH:8]=[C:7]([Cl:12])[C:3]=1[C:4]([NH2:19])=[O:5]. Given the reactants [Cl:1][C:2]1[N:10]=[C:9]([Cl:11])[CH:8]=[C:7]([Cl:12])[C:3]=1[C:4](O)=[O:5].C(Cl)(=O)C(Cl)=O.[NH4+:19], predict the reaction product.